From a dataset of Reaction yield outcomes from USPTO patents with 853,638 reactions. Predict the reaction yield, written as a fraction of the theoretical maximum amount of product (1.0 means a 100% yield; for example, 0.34 means a 34% yield). (1) The reactants are Cl.[NH2:2][CH:3]([C@H:9]([CH2:17]C)[CH2:10][CH:11]([CH3:16])[CH2:12][CH2:13][CH:14]=[CH2:15])[C:4]([O:6][CH2:7][CH3:8])=[O:5].C(N(CC)C(C)C)(C)C.[CH3:28][C:29]([O:32][C:33](O[C:33]([O:32][C:29]([CH3:31])([CH3:30])[CH3:28])=[O:34])=[O:34])([CH3:31])[CH3:30]. The catalyst is C(Cl)Cl. The product is [C:29]([O:32][C:33]([NH:2][CH:3]([C@H:9]([CH3:17])[CH2:10][CH:11]([CH3:16])[CH2:12][CH2:13][CH:14]=[CH2:15])[C:4]([O:6][CH2:7][CH3:8])=[O:5])=[O:34])([CH3:31])([CH3:30])[CH3:28]. The yield is 0.625. (2) The reactants are [CH3:1][O:2][C:3]1[N:8]=[CH:7][C:6]([N:9]2[C:13]([C:14]3[CH:19]=[C:18]([CH3:20])[CH:17]=[CH:16][N:15]=3)=[CH:12][C:11]([C:21](O)=[O:22])=[N:10]2)=[CH:5][CH:4]=1.[C:24]([NH2:28])([CH3:27])([CH3:26])[CH3:25]. No catalyst specified. The product is [C:24]([NH:28][C:21]([C:11]1[CH:12]=[C:13]([C:14]2[CH:19]=[C:18]([CH3:20])[CH:17]=[CH:16][N:15]=2)[N:9]([C:6]2[CH:7]=[N:8][C:3]([O:2][CH3:1])=[CH:4][CH:5]=2)[N:10]=1)=[O:22])([CH3:27])([CH3:26])[CH3:25]. The yield is 0.890. (3) The reactants are [N:1]1[CH:6]=[CH:5][C:4](/[CH:7]=[CH:8]/[C:9]([O:11][C:12]([CH3:15])([CH3:14])[CH3:13])=[O:10])=[CH:3][CH:2]=1.ClC1C=CC=C(C(OO)=O)C=1.C[Si]([C:31]#[N:32])(C)C.CN(C)C(Cl)=O. The catalyst is C(OCC)(=O)C.O. The product is [C:31]([C:2]1[CH:3]=[C:4](/[CH:7]=[CH:8]/[C:9]([O:11][C:12]([CH3:15])([CH3:14])[CH3:13])=[O:10])[CH:5]=[CH:6][N:1]=1)#[N:32]. The yield is 0.990. (4) The reactants are [C:1]([C:3]1[C:4]([O:18][CH:19]([C:24]2[CH:29]=[CH:28][CH:27]=[CH:26][CH:25]=2)[C:20]([O:22]C)=[O:21])=[N:5][C:6]2[CH2:7][CH2:8][CH2:9][CH2:10][C:11]=2[C:12]=1[C:13]1[S:14][CH:15]=[CH:16][CH:17]=1)#[N:2]. The catalyst is C1COCC1.CO.[OH-].[Na+]. The product is [C:1]([C:3]1[C:4]([O:18][CH:19]([C:24]2[CH:25]=[CH:26][CH:27]=[CH:28][CH:29]=2)[C:20]([OH:22])=[O:21])=[N:5][C:6]2[CH2:7][CH2:8][CH2:9][CH2:10][C:11]=2[C:12]=1[C:13]1[S:14][CH:15]=[CH:16][CH:17]=1)#[N:2]. The yield is 0.870. (5) The reactants are B.C1COCC1.C(O[C:12]([N:14]1[CH2:19][CH2:18][N:17]([C:20]([O:22][C:23]([CH3:26])([CH3:25])[CH3:24])=[O:21])[CH2:16][CH:15]1[C:27]([OH:29])=O)=[O:13])(C)(C)C.[H-].[Na+]. The catalyst is C1COCC1. The product is [O:13]=[C:12]1[N:14]2[CH2:19][CH2:18][N:17]([C:20]([O:22][C:23]([CH3:24])([CH3:25])[CH3:26])=[O:21])[CH2:16][CH:15]2[CH2:27][O:29]1. The yield is 0.200. (6) The reactants are [Br:1][C:2]1[C:7]([NH2:8])=[CH:6][C:5]([Cl:9])=[CH:4][N:3]=1.[CH:10](=O)[C:11]1[CH:16]=[CH:15][C:14]([O:17][CH3:18])=[CH:13][CH:12]=1.C(O[BH-](OC(=O)C)OC(=O)C)(=O)C.[Na+].C(=O)(O)[O-].[Na+]. The catalyst is C(Cl)Cl.C(Cl)(Cl)Cl. The product is [Br:1][C:2]1[C:7]([NH:8][CH2:10][C:11]2[CH:16]=[CH:15][C:14]([O:17][CH3:18])=[CH:13][CH:12]=2)=[CH:6][C:5]([Cl:9])=[CH:4][N:3]=1. The yield is 0.420.